Binary Classification. Given a miRNA mature sequence and a target amino acid sequence, predict their likelihood of interaction. From a dataset of Experimentally validated miRNA-target interactions with 360,000+ pairs, plus equal number of negative samples. (1) Result: 1 (interaction). The miRNA is hsa-miR-338-5p with sequence AACAAUAUCCUGGUGCUGAGUG. The protein sequence of the target gene is MRPQQAPVSGKVFIQRDYSSGTRCQFQTKFPAELENRIDRQQFEETVRTLNNLYAEAEKLGGQSYLEGCLACLTAYTIFLCMETHYEKVLKKVSKYIQEQNEKIYAPQGLLLTDPIERGLRVIEITIYEDRGMSSGR. (2) The miRNA is hsa-miR-1288-5p with sequence GCAGAUCAGGACUGUAACUCACC. The protein sequence of the target gene is MESLSPGGPPGHPYQGEASTCWQLTVRVLEARNLRWADLLSEADPYVILQLSTAPGMKFKTKTLTDTSHPVWNEAFRFLIQSQVKNVLELSIYDEDSVTEDDICFKVLYDISEVLPGKLLRKTFSQSPQGEEELDVEFLMEETSDRPENLITNKVIVARELSCLDVHLDSTGSTAVVADQDKLELELVLKGSYEDTQTSFLGTASAFRFHYMAALETELSGRLRSSRSNGWNGDNSAGYLTVPLRPLTIGKEVTMDVPAPNAPGVRLQLKAEGCPEELAVHLGFNLCAEEQAFLSRRKQV.... Result: 1 (interaction). (3) The miRNA is rno-miR-107-3p with sequence AGCAGCAUUGUACAGGGCUAUCA. The protein sequence of the target gene is MERAVQGTDGGGGSNSSSRSSSRATSAGSSPSCSLAGRGVSSRSAAAGLGGGGSRSSPGSVAASPSGGGGRRREPALEGVLSKYTNLLQGWQNRYFVLDFEAGILQYFVNEQSKHQKPRGVLSLSGAIVSLSDEAPHMLVVYSANGEMFKLRAADAKEKQFWVTQLRACAKYHMEMNSKSAPSSRSRSLTLLPHGTPNSASPCSQRHLSVGAPGVVTITHHKSPAAARRAKSQYSGQLHEVREMMNQVEGQQKNLVHAIESLPGSGPLTALDQDLLLLKATSAATLSCLGECLNLLQQSV.... Result: 0 (no interaction). (4) The miRNA is dme-miR-iab-8-5p with sequence UUACGUAUACUGAAGGUAUACCG. The protein sequence of the target gene is MAPVEHVVADAGAFLRHAALQDIGKNIYTIREVVTEIRDKATRRRLAVLPYELRFKEPLPEYVRLVTEFSKKTGDYPSLSATDIQVLALTYQLEAEFVGVSHLKQEPQKVKVSSSIQHPETPLHISGFHLPYKPKPPQETEKGHSACEPENLEFSSFMFWRNPLPNIDHELQELLIDRGEDVPSEEEEEEENGFEDRKDDSDDDGGGWITPSNIKQIQQELEQCDVPEDVRVGCLTTDFAMQNVLLQMGLHVLAVNGMLIREARSYILRCHGCFKTTSDMSRVFCSHCGNKTLKKVSVTV.... Result: 0 (no interaction). (5) The miRNA is mmu-miR-124-3p with sequence UAAGGCACGCGGUGAAUGCC. The protein sequence of the target gene is MKMLLLLHCLGVFLSCSGHIQDEHPQYHSPPDVVIPVRITGTTRGMTPPGWLSYILPFGGQKHIIHIKVKKLLFSKHLPVFTYTDQGAILEDQPFVQNNCYYHGYVEGDPESLVSLSTCFGGFQGILQINDFAYEIKPLAFSTTFEHLVYKMDSEEKQFSTMRSGFMQNEITCRMEFEEIDNSTQKQSSYVGWWIHFRIVEIVVVIDNYLYIRYERNDSKLLEDLYVIVNIVDSILDVIGVKVLLFGLEIWTNKNLIVVDDVRKSVHLYCKWKSENITPRMQHDTSHLFTTLGLRGLSGI.... Result: 0 (no interaction). (6) The miRNA is hsa-miR-6883-3p with sequence UUCCCUAUCUCACUCUCCUCAG. The protein sequence of the target gene is MGKKYKNIVLLKGLEVINDYHFRMVKSLLSNDLKLNLKMREEYDKIQIADLMEEKFRGDAGLGKLIKIFEDIPTLEDLAETLKKEKLKVKGPALSRKRKKEVDATSPAPSTSSTVKTEGAEATPGAQKRKKSTKEKAGPKGSKVSEEQTQPPSPAGAGMSTAMGRSPSPKTSLSAPPNSSSTENPKTVAKCQVTPRRNVLQKRPVIVKVLSTTKPFEYETPEMEKKIMFHATVATQTQFFHVKVLNTSLKEKFNGKKIIIISDYLEYDSLLEVNEESTVSEAGPNQTFEVPNKIINRAKE.... Result: 0 (no interaction). (7) The miRNA is hsa-miR-1914-5p with sequence CCCUGUGCCCGGCCCACUUCUG. The protein sequence of the target gene is MGPLQFRDVAIEFSLEEWHCLDTAQRNLYRDVMLENYRNLVFLGIVVSKPDLVTCLEQGKKPLTMERHEMIAKPPVMSSHFAQDLWPENIQNSFQIGMLRRYEECRHDNLQLKKGCKSVGEHKVHKGGYNGLNQCLTTTQKEIFQCDKYGKVFHKFSNSNTYKTRHTGINLFKCIICGKAFKRSSTLTTHKKIHTGEKPYRCEECGKAFNQSANLTTHKRIHTGEKPYRCEECGKAFKQSSNLTTHKKIHTGEKPYKCEECGKAFNRSTDLTTHKIVHTGEKPYKCEECGKAFKHPSHVT.... Result: 1 (interaction). (8) The miRNA is hsa-miR-24-3p with sequence UGGCUCAGUUCAGCAGGAACAG. The protein sequence of the target gene is MTAGRRMEMLCAGRVPALLLCLGFHLLQAVLSTTVIPSCIPGESSDNCTALVQTEDNPRVAQVSITKCSSDMNGYCLHGQCIYLVDMSQNYCRCEVGYTGVRCEHFFLTVHQPLSKEYVALTVILIILFLITVVGSTYYFCRWYRNRKSKEPKKEYERVTSGDPELPQV. Result: 1 (interaction). (9) The protein sequence of the target gene is MSKFPVPLRTIGGLRPSTTAAISAANIGFTQSSRALSTGAAAKSSGLVGQVARQYPNAAAFSIKQVRLYSSGNLPKHNRVALPALSPTMELGTVVSWQKKEGDQLSEGDLLCEIETDKATMGFETPEEGYLAKILIQEGSKDVPIGKLLCIIVDNEADVAAFKDFKDDGASSGGSAPAAEKAPEPAKPAASSQPSPPAQMYQAPSVPKSAPIPHSSSGRVSASPFAKKLAAENGLDLSGVSGSGPGGRILASDLSQAPAKGATSTTTQAVSGQDYTDIPLSNMRKTIAKRLTESKSTIPH.... Result: 0 (no interaction). The miRNA is hsa-miR-759 with sequence GCAGAGUGCAAACAAUUUUGAC. (10) The miRNA is mmu-miR-493-3p with sequence UGAAGGUCCUACUGUGUGCCAGG. The protein sequence of the target gene is MKQSSNVPAFLSKLWTLVEETHTNEFITWSQNGQSFLVLDEQRFAKEILPKYFKHNNMASFVRQLNMYGFRKVVHIDSGIVKQERDGPVEFQHPYFKQGQDDLLENIKRKVSSSKPEENKIRQEDLTKIISSAQKVQIKQETIESRLSELKSENESLWKEVSELRAKHAQQQQVIRKIVQFIVTLVQNNQLVSLKRKRPLLLNTNGAQKKNLFQHIVKEPTDNHHHKVPHSRTEGLKPRERISDDIIIYDVTDDNADEENIPVIPETNEDVISDPSNCSQYPDIVIVEDDNEDEYAPVIQ.... Result: 0 (no interaction).